Dataset: Catalyst prediction with 721,799 reactions and 888 catalyst types from USPTO. Task: Predict which catalyst facilitates the given reaction. (1) Reactant: [NH2:1][C:2]1[C:7]2[C:8]([C:11]3[CH:16]=[CH:15][C:14]([NH:17][C:18]([C:20]4[N:21]([CH3:29])[C:22]5[C:27]([CH:28]=4)=[CH:26][CH:25]=[CH:24][CH:23]=5)=[O:19])=[C:13]([O:30][CH3:31])[CH:12]=3)=[CH:9][S:10][C:6]=2[C:5]([CH:32]2[CH2:34][CH:33]2[C:35]([O:37]CC)=[O:36])=[CH:4][N:3]=1.[OH-].[Na+].Cl. Product: [NH2:1][C:2]1[C:7]2[C:8]([C:11]3[CH:16]=[CH:15][C:14]([NH:17][C:18]([C:20]4[N:21]([CH3:29])[C:22]5[C:27]([CH:28]=4)=[CH:26][CH:25]=[CH:24][CH:23]=5)=[O:19])=[C:13]([O:30][CH3:31])[CH:12]=3)=[CH:9][S:10][C:6]=2[C:5]([CH:32]2[CH2:34][CH:33]2[C:35]([OH:37])=[O:36])=[CH:4][N:3]=1. The catalyst class is: 5. (2) Reactant: N1CCCC1.[CH3:6][O:7][C:8]1[CH:29]=[CH:28][C:11]([C:12]([NH:14][C:15](=[O:27])[NH:16][C:17]2[CH:25]=[CH:24][CH:23]=[C:22]3[C:18]=2[CH2:19][C:20](=[O:26])[NH:21]3)=[O:13])=[CH:10][CH:9]=1.[NH:30]1[CH:34]=[CH:33][CH:32]=[C:31]1[CH:35]=O. Product: [NH:30]1[CH:34]=[CH:33][CH:32]=[C:31]1/[CH:35]=[C:19]1\[C:20](=[O:26])[NH:21][C:22]2[C:18]\1=[C:17]([NH:16][C:15]([NH:14][C:12](=[O:13])[C:11]1[CH:10]=[CH:9][C:8]([O:7][CH3:6])=[CH:29][CH:28]=1)=[O:27])[CH:25]=[CH:24][CH:23]=2. The catalyst class is: 8. (3) Reactant: [Cl:1][C:2]1[C:3]([CH3:22])=[C:4]([N:8]2[C:12](=[O:13])[CH2:11][N:10]([C:14](=[O:21])[CH2:15][NH:16][CH2:17][CH2:18][O:19][CH3:20])[CH2:9]2)[CH:5]=[CH:6][CH:7]=1.[Cl:23][C:24]1[CH:29]=[CH:28][CH:27]=[C:26]([N:30]=[C:31]=[O:32])[CH:25]=1. Product: [Cl:1][C:2]1[C:3]([CH3:22])=[C:4]([N:8]2[C:12](=[O:13])[CH2:11][N:10]([C:14](=[O:21])[CH2:15][N:16]([CH2:17][CH2:18][O:19][CH3:20])[C:31]([NH:30][C:26]3[CH:27]=[CH:28][CH:29]=[C:24]([Cl:23])[CH:25]=3)=[O:32])[CH2:9]2)[CH:5]=[CH:6][CH:7]=1. The catalyst class is: 1. (4) Reactant: C([O-])([O-])=O.[K+].[K+].[OH:7][C@H:8]1[C@:11]2([C:28]3[CH:33]=[CH:32][CH:31]=[CH:30][CH:29]=3)[C:12]3[CH:27]=[CH:26][CH:25]=[CH:24][C:13]=3[N:14]([C:18]3[CH:23]=[CH:22][CH:21]=[CH:20][CH:19]=3)[C:15](=[O:17])[CH2:16][N:10]2[C:9]1=[O:34].CS([C:39]1[N:44]=[C:43]([CH3:45])[CH:42]=[C:41]([CH3:46])[N:40]=1)(=O)=O. Product: [CH3:46][C:41]1[CH:42]=[C:43]([CH3:45])[N:44]=[C:39]([O:7][C@H:8]2[C@:11]3([C:28]4[CH:29]=[CH:30][CH:31]=[CH:32][CH:33]=4)[C:12]4[CH:27]=[CH:26][CH:25]=[CH:24][C:13]=4[N:14]([C:18]4[CH:23]=[CH:22][CH:21]=[CH:20][CH:19]=4)[C:15](=[O:17])[CH2:16][N:10]3[C:9]2=[O:34])[N:40]=1. The catalyst class is: 85. (5) Reactant: [CH3:1][C:2]([C:5]1[O:9][N:8]=[C:7]([CH2:10][CH:11]([C:14]#[N:15])[C:12]#[N:13])[CH:6]=1)([OH:4])[CH3:3].I[CH2:17][CH2:18][CH:19]=[CH2:20].C(=O)([O-])[O-].[K+].[K+].O. Product: [CH2:20]([C:11]([CH2:10][C:7]1[CH:6]=[C:5]([C:2]([CH3:1])([OH:4])[CH3:3])[O:9][N:8]=1)([C:12]#[N:13])[C:14]#[N:15])[CH2:19][CH:18]=[CH2:17]. The catalyst class is: 9. (6) The catalyst class is: 781. Reactant: [CH2:1]([O:8][C:9]1[CH:14]=[CH:13][N:12]=[CH:11][C:10]=1[NH2:15])[C:2]1[CH:7]=[CH:6][CH:5]=[CH:4][CH:3]=1.CCN(CC)CC.[CH3:23][S:24](Cl)(=[O:26])=[O:25].O[Li].O. Product: [CH2:1]([O:8][C:9]1[CH:14]=[CH:13][N:12]=[CH:11][C:10]=1[NH:15][S:24]([CH3:23])(=[O:26])=[O:25])[C:2]1[CH:3]=[CH:4][CH:5]=[CH:6][CH:7]=1. (7) Reactant: Cl[C:2]1[CH2:8][CH2:7][O:6][C:5]2[CH:9]=[CH:10][CH:11]=[CH:12][C:4]=2[C:3]=1[CH:13]=O.[SH:15][CH2:16][C:17]([O:19][CH2:20][CH3:21])=[O:18].C(=O)([O-])[O-].[K+].[K+]. Product: [CH2:20]([O:19][C:17]([C:16]1[S:15][C:2]2[CH2:8][CH2:7][O:6][C:5]3[CH:9]=[CH:10][CH:11]=[CH:12][C:4]=3[C:3]=2[CH:13]=1)=[O:18])[CH3:21]. The catalyst class is: 255.